From a dataset of Forward reaction prediction with 1.9M reactions from USPTO patents (1976-2016). Predict the product of the given reaction. (1) Given the reactants [F:1][C:2]1[CH:7]=[CH:6][C:5]([N+:8]([O-:10])=[O:9])=[C:4](F)[C:3]=1[O:12][CH3:13].[NH2:14][C:15]1[CH:20]=[CH:19][CH:18]=[CH:17][CH:16]=1, predict the reaction product. The product is: [F:1][C:2]1[C:3]([O:12][CH3:13])=[C:4]([NH:14][C:15]2[CH:20]=[CH:19][CH:18]=[CH:17][CH:16]=2)[C:5]([N+:8]([O-:10])=[O:9])=[CH:6][CH:7]=1. (2) Given the reactants [CH2:1]([N:3]1[CH2:8][CH2:7][CH:6]([CH2:9][C:10]2[CH:40]=[CH:39][C:13]([C:14]([NH:16][C@H:17]3[C@H:22]4[C@@H:18]3[O:19][C:20]3[CH:26]=[CH:25][C:24]([O:27][C:28]5[C:37]6[CH2:36][CH2:35][C:34](=[O:38])[NH:33][C:32]=6[N:31]=[CH:30][CH:29]=5)=[CH:23][C:21]=34)=[O:15])=[CH:12][C:11]=2[C:41]([F:44])([F:43])[F:42])[CH2:5][CH2:4]1)[CH3:2].N[C@H]1[C@H]2[C@@H]1OC1C=CC(OC3C=CN=C4C=3CCC(=O)N4)=CC=12.CN(C(ON1N=NC2C=CC=NC1=2)=[N+](C)C)C.F[P-](F)(F)(F)(F)F.CCN(C(C)C)C(C)C, predict the reaction product. The product is: [CH2:1]([N:3]1[CH2:8][CH2:7][C:6](=[CH:9][C:10]2[CH:40]=[CH:39][C:13]([C:14]([NH:16][C@H:17]3[C@H:22]4[C@@H:18]3[O:19][C:20]3[CH:26]=[CH:25][C:24]([O:27][C:28]5[C:37]6[CH2:36][CH2:35][C:34](=[O:38])[NH:33][C:32]=6[N:31]=[CH:30][CH:29]=5)=[CH:23][C:21]=34)=[O:15])=[CH:12][C:11]=2[C:41]([F:44])([F:43])[F:42])[CH2:5][CH2:4]1)[CH3:2]. (3) Given the reactants [Cl:1][C:2]1[CH:34]=[CH:33][C:5]([C:6]([NH:8][CH:9]([CH2:21][C:22]2[C:31]3[C:26](=[CH:27][CH:28]=[CH:29][CH:30]=3)[NH:25][C:24](=[O:32])[CH:23]=2)[C:10]([O:12][CH2:13][CH2:14][N:15]2[CH2:20][CH2:19][O:18][CH2:17][CH2:16]2)=[O:11])=[O:7])=[CH:4][CH:3]=1.O.C1(C)C([S:42]([OH:45])(=[O:44])=[O:43])=CC=CC=1, predict the reaction product. The product is: [S:42]([C:2]1[CH:34]=[CH:33][C:5]([CH3:6])=[CH:4][CH:3]=1)([OH:45])(=[O:44])=[O:43].[Cl:1][C:2]1[CH:3]=[CH:4][C:5]([C:6]([NH:8][CH:9]([CH2:21][C:22]2[C:31]3[C:26](=[CH:27][CH:28]=[CH:29][CH:30]=3)[NH:25][C:24](=[O:32])[CH:23]=2)[C:10]([O:12][CH2:13][CH2:14][N:15]2[CH2:16][CH2:17][O:18][CH2:19][CH2:20]2)=[O:11])=[O:7])=[CH:33][CH:34]=1. (4) Given the reactants [CH3:1][C:2]1[CH:6]=[C:5]([NH:7][C:8]2[CH:15]=[C:14]([NH:16][CH:17]3[CH2:23][CH2:22][CH2:21][CH2:20][NH:19][C:18]3=[O:24])[CH:13]=[CH:12][C:9]=2[C:10]#[N:11])[S:4][N:3]=1.[OH-].[Na+].OO.CC(O)=[O:31], predict the reaction product. The product is: [CH3:1][C:2]1[CH:6]=[C:5]([NH:7][C:8]2[CH:15]=[C:14]([NH:16][CH:17]3[CH2:23][CH2:22][CH2:21][CH2:20][NH:19][C:18]3=[O:24])[CH:13]=[CH:12][C:9]=2[C:10]([NH2:11])=[O:31])[S:4][N:3]=1. (5) Given the reactants [Cl:1][C:2]1[CH:23]=[CH:22][C:5]([CH2:6][N:7]2[C:16]3[C:11](=[CH:12][C:13]([F:18])=[C:14](F)[CH:15]=3)[C:10](=[O:19])[C:9]([C:20]#[N:21])=[CH:8]2)=[CH:4][CH:3]=1.[N:24]1[CH:29]=[CH:28][CH:27]=[CH:26][C:25]=1[N:30]1[CH2:35][CH2:34][NH:33][CH2:32][CH2:31]1, predict the reaction product. The product is: [Cl:1][C:2]1[CH:23]=[CH:22][C:5]([CH2:6][N:7]2[C:16]3[C:11](=[CH:12][C:13]([F:18])=[C:14]([N:33]4[CH2:34][CH2:35][N:30]([C:25]5[CH:26]=[CH:27][CH:28]=[CH:29][N:24]=5)[CH2:31][CH2:32]4)[CH:15]=3)[C:10](=[O:19])[C:9]([C:20]#[N:21])=[CH:8]2)=[CH:4][CH:3]=1. (6) Given the reactants Cl[C:2]1[CH:7]=[C:6]([C:8]2[CH:13]=[CH:12][CH:11]=[CH:10][N:9]=2)[N:5]=[C:4]([C:14]2[CH:19]=[CH:18][CH:17]=[CH:16][N:15]=2)[N:3]=1.[CH3:20][O:21][C:22]1[CH:27]=[CH:26][CH:25]=[C:24]([NH2:28])[CH:23]=1.Cl.[OH-].[Na+], predict the reaction product. The product is: [CH3:20][O:21][C:22]1[CH:23]=[C:24]([CH:25]=[CH:26][CH:27]=1)[NH:28][C:2]1[CH:7]=[C:6]([C:8]2[CH:13]=[CH:12][CH:11]=[CH:10][N:9]=2)[N:5]=[C:4]([C:14]2[CH:19]=[CH:18][CH:17]=[CH:16][N:15]=2)[N:3]=1. (7) Given the reactants O=C1C2C(=CC=CC=2)C(=O)[N:3]1[CH2:12][C@@H:13]([NH:25][C:26](=[O:39])[C:27]1[CH:32]=[CH:31][C:30]([C:33]2[N:37]([CH3:38])[N:36]=[N:35][CH:34]=2)=[CH:29][CH:28]=1)[CH2:14][C:15]1[CH:20]=[CH:19][CH:18]=C[C:16]=1[C:21]([F:24])(F)F.C(O)(C(F)(F)F)=O, predict the reaction product. The product is: [NH2:3][CH2:12][C@@H:13]([NH:25][C:26](=[O:39])[C:27]1[CH:28]=[CH:29][C:30]([C:33]2[N:37]([CH3:38])[N:36]=[N:35][CH:34]=2)=[CH:31][CH:32]=1)[CH2:14][C:15]1[CH:20]=[CH:19][CH:18]=[C:21]([F:24])[CH:16]=1. (8) Given the reactants [Cl:1][C:2]1[CH:7]=[C:6]([CH3:8])[CH:5]=[CH:4][N+:3]=1[O-].S(OC)(OC)(=O)=O.C(OCC)C.[C-:22]#[N:23].[Na+], predict the reaction product. The product is: [Cl:1][C:2]1[N:3]=[C:4]([C:22]#[N:23])[CH:5]=[C:6]([CH3:8])[CH:7]=1.